Dataset: Reaction yield outcomes from USPTO patents with 853,638 reactions. Task: Predict the reaction yield, written as a fraction of the theoretical maximum amount of product (1.0 means a 100% yield; for example, 0.34 means a 34% yield). (1) The reactants are [Cl:1][C:2]1[CH:3]=[C:4]([CH:14]2[C:23]([CH3:25])([CH3:24])[CH2:22][C:21]3[C:16](=[CH:17][CH:18]=[C:19]([C:26](O)=[O:27])[CH:20]=3)[NH:15]2)[CH:5]=[C:6]([N:8]2[CH2:13][CH2:12][O:11][CH2:10][CH2:9]2)[CH:7]=1.Cl.CN(C)CCCN=C=NCC.[CH3:41][S:42]([NH2:45])(=[O:44])=[O:43]. The catalyst is CN(C)C1C=CN=CC=1.ClCCl. The product is [Cl:1][C:2]1[CH:3]=[C:4]([CH:14]2[C:23]([CH3:25])([CH3:24])[CH2:22][C:21]3[C:16](=[CH:17][CH:18]=[C:19]([C:26]([NH:45][S:42]([CH3:41])(=[O:44])=[O:43])=[O:27])[CH:20]=3)[NH:15]2)[CH:5]=[C:6]([N:8]2[CH2:9][CH2:10][O:11][CH2:12][CH2:13]2)[CH:7]=1. The yield is 0.300. (2) The product is [CH3:24][C:22]1([CH3:25])[CH2:23][C@H:18]([O:17][C:13]2[C:14]([F:16])=[CH:15][C:10]([S:7]([NH:6][C:33]3[CH:38]=[CH:37][N:36]=[CH:35][N:34]=3)(=[O:8])=[O:9])=[C:11]([F:32])[CH:12]=2)[C@@H:19]([C:26]2[N:30]([CH3:31])[N:29]=[CH:28][CH:27]=2)[CH2:20][CH2:21]1. The yield is 0.920. The catalyst is ClCCl. The reactants are COC1C=C(OC)C=CC=1C[N:6]([C:33]1[CH:38]=[CH:37][N:36]=[CH:35][N:34]=1)[S:7]([C:10]1[CH:15]=[C:14]([F:16])[C:13]([O:17][C@H:18]2[CH2:23][C:22]([CH3:25])([CH3:24])[CH2:21][CH2:20][C@@H:19]2[C:26]2[N:30]([CH3:31])[N:29]=[CH:28][CH:27]=2)=[CH:12][C:11]=1[F:32])(=[O:9])=[O:8].C([SiH](CC)CC)C.FC(F)(F)C(O)=O. (3) The reactants are [NH2:1][C:2]1[N:31]=[C:5]2[CH:6]=[CH:7][C:8]([O:10][C:11]3[CH:12]=[C:13]([NH:17][C:18](=[O:30])[C:19]4[CH:24]=[CH:23][CH:22]=[C:21]([C:25]([C:28]#[N:29])([CH3:27])[CH3:26])[CH:20]=4)[CH:14]=[CH:15][CH:16]=3)=[CH:9][N:4]2[N:3]=1.Cl[CH2:33][C:34](Cl)=[O:35].Cl.C(N(CC)CC)C.[CH3:45][N:46]1[CH2:51][CH2:50][NH:49][CH2:48][CH2:47]1.C(=O)([O-])O.[Na+]. The catalyst is CN(C)C=O. The product is [C:28]([C:25]([C:21]1[CH:20]=[C:19]([CH:24]=[CH:23][CH:22]=1)[C:18]([NH:17][C:13]1[CH:14]=[CH:15][CH:16]=[C:11]([O:10][C:8]2[CH:7]=[CH:6][C:5]3[N:4]([N:3]=[C:2]([NH:1][C:34](=[O:35])[CH2:33][N:49]4[CH2:50][CH2:51][N:46]([CH3:45])[CH2:47][CH2:48]4)[N:31]=3)[CH:9]=2)[CH:12]=1)=[O:30])([CH3:27])[CH3:26])#[N:29]. The yield is 0.550. (4) The reactants are [NH2:1][C:2]1[CH:10]=[CH:9][CH:8]=[C:7]2[C:3]=1[CH2:4][O:5][C:6]2=[O:11].[CH:12](=O)[C:13]1[CH:18]=[CH:17][CH:16]=[CH:15][CH:14]=1.[CH3:20][O-:21].[Na+].CO.[C:25]([O:29][CH2:30][CH3:31])(=[O:28])[CH2:26][CH3:27]. No catalyst specified. The product is [O:29]=[C:25]1[C:3]2[C:7]([C:6]([O:5][CH3:4])=[O:11])=[CH:8][CH:9]=[CH:10][C:2]=2[NH:1][CH:12]([C:13]2[CH:18]=[CH:17][CH:16]=[CH:15][CH:14]=2)[CH:26]1[C:27]1[CH:9]=[CH:10][CH:2]=[CH:3][CH:4]=1.[O:21]=[C:20]1[C:10]2[C:26]([C:25]([O:29][CH2:30][CH3:31])=[O:28])=[CH:27][CH:4]=[CH:3][C:2]=2[NH:1][CH:12]([C:13]2[CH:18]=[CH:17][CH:16]=[CH:15][CH:14]=2)[CH:4]1[C:3]1[CH:2]=[CH:10][CH:9]=[CH:8][CH:7]=1. The yield is 0.270. (5) The reactants are [C:1]([O:5][C:6]([N:8]1[CH:12]=[CH:11][CH:10]=[C:9]1[C:13]1[CH:25]=[CH:24][C:16]2[NH:17][C:18](=[O:23])[O:19][C:20]([CH3:22])([CH3:21])[C:15]=2[CH:14]=1)=[O:7])([CH3:4])([CH3:3])[CH3:2].ClS([N:30]=[C:31]=O)(=O)=O.CN(C=O)C.O. The catalyst is C1COCC1. The product is [C:1]([O:5][C:6]([N:8]1[C:12]([C:31]#[N:30])=[CH:11][CH:10]=[C:9]1[C:13]1[CH:25]=[CH:24][C:16]2[NH:17][C:18](=[O:23])[O:19][C:20]([CH3:22])([CH3:21])[C:15]=2[CH:14]=1)=[O:7])([CH3:4])([CH3:2])[CH3:3]. The yield is 0.520. (6) The reactants are [NH:1]1[CH2:6][CH2:5][CH2:4][CH:3]([C:7]([O:9][CH2:10][CH3:11])=[O:8])[CH2:2]1.C([O-])([O-])=O.[K+].[K+].C1COCC1.O.[C:24](Cl)(=[O:33])[O:25][CH2:26][C:27]1[CH:32]=[CH:31][CH:30]=[CH:29][CH:28]=1. The catalyst is CCOCC. The product is [N:1]1([C:24]([O:25][CH2:26][C:27]2[CH:32]=[CH:31][CH:30]=[CH:29][CH:28]=2)=[O:33])[CH2:6][CH2:5][CH2:4][CH:3]([C:7]([O:9][CH2:10][CH3:11])=[O:8])[CH2:2]1. The yield is 0.860.